Dataset: Reaction yield outcomes from USPTO patents with 853,638 reactions. Task: Predict the reaction yield, written as a fraction of the theoretical maximum amount of product (1.0 means a 100% yield; for example, 0.34 means a 34% yield). (1) The reactants are Br[C:2]1[S:6][C:5]([NH:7][C:8]([NH:10][C:11]2[CH:16]=[CH:15][C:14]([CH3:17])=[CH:13][C:12]=2[C:18]([CH:20]2[CH2:24][CH2:23][CH2:22][CH2:21]2)=[O:19])=[O:9])=[N:4][CH:3]=1.[CH3:25][O:26][C:27](=[O:35])[C:28]1[CH:33]=[CH:32][C:31]([SH:34])=[N:30][CH:29]=1. No catalyst specified. The product is [CH3:25][O:26][C:27](=[O:35])[C:28]1[CH:33]=[CH:32][C:31]([S:34][C:2]2[S:6][C:5]([NH:7][C:8]([NH:10][C:11]3[CH:16]=[CH:15][C:14]([CH3:17])=[CH:13][C:12]=3[C:18]([CH:20]3[CH2:24][CH2:23][CH2:22][CH2:21]3)=[O:19])=[O:9])=[N:4][CH:3]=2)=[N:30][CH:29]=1. The yield is 0.200. (2) The catalyst is C1COCC1. The yield is 0.720. The product is [C:1]([O:5][C:6]([N:8]1[CH2:12][CH:11]([O:13][C:34](=[O:35])[C:33]2[CH:32]=[CH:31][C:30]([N+:27]([O-:29])=[O:28])=[CH:38][CH:37]=2)[CH2:10][CH:9]1[C:14](=[O:26])[NH:15][C:16]1([C:21]([O:23][CH2:24][CH3:25])=[O:22])[CH2:18][CH:17]1[CH:19]=[CH2:20])=[O:7])([CH3:4])([CH3:2])[CH3:3]. The reactants are [C:1]([O:5][C:6]([N:8]1[CH2:12][CH:11]([OH:13])[CH2:10][CH:9]1[C:14](=[O:26])[NH:15][C:16]1([C:21]([O:23][CH2:24][CH3:25])=[O:22])[CH2:18][CH:17]1[CH:19]=[CH2:20])=[O:7])([CH3:4])([CH3:3])[CH3:2].[N+:27]([C:30]1[CH:38]=[CH:37][C:33]([C:34](O)=[O:35])=[CH:32][CH:31]=1)([O-:29])=[O:28].C1C=CC(P(C2C=CC=CC=2)C2C=CC=CC=2)=CC=1. (3) The product is [C:34]([O:33][C:31]([N:27]1[CH2:28][CH2:29][CH2:30][CH:25]([NH:24][C:19]([C:18]2[CH:17]=[N:16][C:15]([O:14][CH2:13][C:3]3[C:4]([C:7]4[CH:8]=[CH:9][CH:10]=[CH:11][CH:12]=4)=[N:5][O:6][C:2]=3[CH3:1])=[CH:23][CH:22]=2)=[O:21])[CH2:26]1)=[O:32])([CH3:37])([CH3:35])[CH3:36]. The yield is 0.610. No catalyst specified. The reactants are [CH3:1][C:2]1[O:6][N:5]=[C:4]([C:7]2[CH:12]=[CH:11][CH:10]=[CH:9][CH:8]=2)[C:3]=1[CH2:13][O:14][C:15]1[CH:23]=[CH:22][C:18]([C:19]([OH:21])=O)=[CH:17][N:16]=1.[NH2:24][CH:25]1[CH2:30][CH2:29][CH2:28][N:27]([C:31]([O:33][C:34]([CH3:37])([CH3:36])[CH3:35])=[O:32])[CH2:26]1. (4) The reactants are O[CH:2]([C:4]1[CH:8]=[N:7][N:6]([CH2:9][C@@H:10]2[C@H:13]([NH:14][C:15](=[O:24])[O:16][CH2:17][C:18]3[CH:23]=[CH:22][CH:21]=[CH:20][CH:19]=3)[C:12](=[O:25])[NH:11]2)[N:5]=1)[CH3:3].[C:26]([O:30][C:31](/[N:33]=[C:34](\[NH:40][C:41](=[O:47])[O:42][C:43]([CH3:46])([CH3:45])[CH3:44])/[N:35]1[CH:39]=[CH:38][CH:37]=[N:36]1)=[O:32])([CH3:29])([CH3:28])[CH3:27].C1(P(C2C=CC=CC=2)C2C=CC=CC=2)C=CC=CC=1.CC(OC(/N=N/C(OC(C)C)=O)=O)C. The catalyst is C1COCC1. The product is [CH2:17]([O:16][C:15]([NH:14][C@@H:13]1[C:12](=[O:25])[NH:11][C@@H:10]1[CH2:9][N:6]1[N:5]=[C:4]([CH:2]([N:40](/[C:34](=[N:33]/[C:31]([O:30][C:26]([CH3:29])([CH3:28])[CH3:27])=[O:32])/[N:35]2[CH:39]=[CH:38][CH:37]=[N:36]2)[C:41](=[O:47])[O:42][C:43]([CH3:46])([CH3:45])[CH3:44])[CH3:3])[CH:8]=[N:7]1)=[O:24])[C:18]1[CH:23]=[CH:22][CH:21]=[CH:20][CH:19]=1. The yield is 0.220. (5) The reactants are [CH3:1][C:2]1([CH3:7])[N:6]=[CH:5][CH2:4][CH2:3]1.[CH2:8]([Mg]Br)[CH:9]=[CH2:10].C(OCC)C. The catalyst is C1COCC1. The product is [CH2:10]([CH:5]1[NH:6][C:2]([CH3:7])([CH3:1])[CH2:3][CH2:4]1)[CH:9]=[CH2:8]. The yield is 0.440. (6) The reactants are C[N:2](C)[CH:3]=[N:4][C:5]([C:7]1[N:16]=[C:15]2[N:9]([CH2:10][CH2:11][O:12][C:13]3[CH:20]=[C:19]([Cl:21])[N:18]=[CH:17][C:14]=32)[CH:8]=1)=O.Cl.[F:24][C:25]1[CH:30]=[C:29]([F:31])[CH:28]=[CH:27][C:26]=1[NH:32]N. The catalyst is C(O)(=O)C. The product is [Cl:21][C:19]1[N:18]=[CH:17][C:14]2[C:15]3[N:9]([CH2:10][CH2:11][O:12][C:13]=2[CH:20]=1)[CH:8]=[C:7]([C:5]1[N:32]([C:26]2[CH:27]=[CH:28][C:29]([F:31])=[CH:30][C:25]=2[F:24])[N:2]=[CH:3][N:4]=1)[N:16]=3. The yield is 0.780. (7) The reactants are [CH:1]1[C:10]2[C:5](=[CH:6][CH:7]=[CH:8][CH:9]=2)[CH:4]=[C:3]([NH:11][C:12](=[O:40])[O:13][CH2:14][C@@H:15]([N:26]([CH3:39])[C:27]([NH:29][CH2:30][C:31]2[CH:36]=[CH:35][CH:34]=[C:33]([F:37])[C:32]=2[Cl:38])=[O:28])[CH2:16][C:17]2[N:21]3[CH:22]=[CH:23][N:24]=[CH:25][C:20]3=[CH:19][N:18]=2)[N:2]=1.[H][H]. The catalyst is [Pd].CO. The product is [CH:1]1[C:10]2[C:5](=[CH:6][CH:7]=[CH:8][CH:9]=2)[CH:4]=[C:3]([NH:11][C:12](=[O:40])[O:13][CH2:14][C@@H:15]([N:26]([CH3:39])[C:27]([NH:29][CH2:30][C:31]2[CH:36]=[CH:35][CH:34]=[C:33]([F:37])[C:32]=2[Cl:38])=[O:28])[CH2:16][C:17]2[N:21]3[CH2:22][CH2:23][NH:24][CH2:25][C:20]3=[CH:19][N:18]=2)[N:2]=1. The yield is 0.350.